This data is from Forward reaction prediction with 1.9M reactions from USPTO patents (1976-2016). The task is: Predict the product of the given reaction. (1) Given the reactants [OH:1][C:2]1[CH:3]=[C:4]([CH2:8][C:9]([OH:11])=O)[CH:5]=[CH:6][CH:7]=1.N1C=CN=C1.[C:17]([Si:21]([CH3:24])([CH3:23])Cl)([CH3:20])([CH3:19])[CH3:18].[H-].[Al+3].[Li+].[H-].[H-].[H-].O.O.O.O.O.O.O.O.O.O.S([O-])([O-])(=O)=O.[Na+].[Na+], predict the reaction product. The product is: [Si:21]([O:1][C:2]1[CH:3]=[C:4]([CH2:8][CH2:9][OH:11])[CH:5]=[CH:6][CH:7]=1)([C:17]([CH3:20])([CH3:19])[CH3:18])([CH3:24])[CH3:23]. (2) The product is: [NH2:27][C:23]1[CH:22]=[C:21]([NH:20][C:3]2[C:2]([F:1])=[CH:7][N:6]=[C:5]([NH:8][C:9]3[CH:14]=[CH:13][C:12]([O:15][CH2:16][CH2:17][O:18][CH3:19])=[CH:11][CH:10]=3)[N:4]=2)[CH:26]=[CH:25][CH:24]=1. Given the reactants [F:1][C:2]1[C:3]([NH:20][C:21]2[CH:22]=[C:23]([NH:27]C(=O)OC(C)(C)C)[CH:24]=[CH:25][CH:26]=2)=[N:4][C:5]([NH:8][C:9]2[CH:14]=[CH:13][C:12]([O:15][CH2:16][CH2:17][O:18][CH3:19])=[CH:11][CH:10]=2)=[N:6][CH:7]=1.C(O)(C(F)(F)F)=O.CCCCCCC.CCOC(C)=O, predict the reaction product.